From a dataset of Full USPTO retrosynthesis dataset with 1.9M reactions from patents (1976-2016). Predict the reactants needed to synthesize the given product. (1) Given the product [C:12]1([CH:11]([C:18]2[CH:23]=[CH:22][CH:21]=[CH:20][CH:19]=2)[N:4]2[C:5]3[C:6](=[N:7][CH:8]=[CH:9][CH:10]=3)[C:2](=[O:27])[C:3]2=[O:24])[CH:17]=[CH:16][CH:15]=[CH:14][CH:13]=1, predict the reactants needed to synthesize it. The reactants are: Br[C:2]1(Br)[C:6]2=[N:7][CH:8]=[CH:9][CH:10]=[C:5]2[N:4]([CH:11]([C:18]2[CH:23]=[CH:22][CH:21]=[CH:20][CH:19]=2)[C:12]2[CH:17]=[CH:16][CH:15]=[CH:14][CH:13]=2)[C:3]1=[O:24].C(=O)(O)[O-:27].[Na+]. (2) Given the product [Cl:33][C:5]1[CH:6]=[C:7]([C:9]([F:10])([F:11])[F:12])[CH:8]=[C:2]([Cl:13])[C:3]=1[NH:4][C:17](=[O:18])[C:16]([F:30])([F:29])[C:15]([F:32])([F:31])[F:14], predict the reactants needed to synthesize it. The reactants are: Cl[C:2]1([Cl:13])[CH:8]=[C:7]([C:9]([F:12])([F:11])[F:10])[CH:6]=[CH:5][CH:3]1[NH2:4].[F:14][C:15]([F:32])([F:31])[C:16]([F:30])([F:29])[C:17](O[C:17](=[O:18])[C:16]([F:30])([F:29])[C:15]([F:32])([F:31])[F:14])=[O:18].[Cl:33]CCl. (3) Given the product [C:13]([C:12]1[CH:11]=[C:10]([N:5]2[CH:6]=[CH:7][C:8](=[O:9])[C:3]([CH2:2][C:27]3[CH:26]=[C:25]([NH:24][C:23](=[O:39])[O:22][C:18]([CH3:20])([CH3:19])[CH3:21])[CH:30]=[CH:29][CH:28]=3)=[N:4]2)[CH:17]=[CH:16][CH:15]=1)#[N:14], predict the reactants needed to synthesize it. The reactants are: Cl[CH2:2][C:3]1[C:8](=[O:9])[CH:7]=[CH:6][N:5]([C:10]2[CH:11]=[C:12]([CH:15]=[CH:16][CH:17]=2)[C:13]#[N:14])[N:4]=1.[C:18]([O:22][C:23](=[O:39])[NH:24][C:25]1[CH:30]=[CH:29][CH:28]=[C:27](B2OC(C)(C)C(C)O2)[CH:26]=1)([CH3:21])([CH3:20])[CH3:19].C([O-])([O-])=O.[Na+].[Na+].O. (4) Given the product [CH2:18]([O:17][C:14]1[CH:13]=[C:12]([CH:25]([CH3:27])[CH3:26])[C:11]2[C:10]([S:28][C:29]3[CH:30]=[CH:31][C:32]([Cl:35])=[CH:33][CH:34]=3)=[C:9]3[CH:5]([CH2:4][C:3]([OH:36])=[O:2])[CH2:6][CH2:7][N:8]3[C:16]=2[CH:15]=1)[C:19]1[CH:24]=[CH:23][CH:22]=[CH:21][CH:20]=1, predict the reactants needed to synthesize it. The reactants are: C[O:2][C:3](=[O:36])[CH2:4][CH:5]1[C:9]2=[C:10]([S:28][C:29]3[CH:34]=[CH:33][C:32]([Cl:35])=[CH:31][CH:30]=3)[C:11]3[C:12]([CH:25]([CH3:27])[CH3:26])=[CH:13][C:14]([O:17][CH2:18][C:19]4[CH:24]=[CH:23][CH:22]=[CH:21][CH:20]=4)=[CH:15][C:16]=3[N:8]2[CH2:7][CH2:6]1.CC(O)=O. (5) The reactants are: Cl[C:2]1[CH:7]=[C:6]([C:8]#[N:9])[C:5]([CH3:10])=[CH:4][C:3]=1[CH2:11][C:12]([O:14][CH3:15])=[O:13].[NH2:16][OH:17].[ClH:18].C([O-])(O)=O.[Na+]. Given the product [Cl:18][C:2]1[CH:7]=[C:6]([C:8](=[NH:9])[NH:16][OH:17])[C:5]([CH3:10])=[CH:4][C:3]=1[CH2:11][C:12]([O:14][CH3:15])=[O:13], predict the reactants needed to synthesize it. (6) Given the product [CH3:22][C:20]1[C:3]([C:1]#[N:2])=[C:4]2[NH:5][C:6]([C:9]3[CH:14]=[CH:13][CH:12]=[CH:11][CH:10]=3)=[N:7][N:8]2[C:18](=[O:17])[C:19]=1[C:23]1[CH:28]=[CH:27][CH:26]=[CH:25][CH:24]=1, predict the reactants needed to synthesize it. The reactants are: [C:1]([CH2:3][C:4]1[NH:8][N:7]=[C:6]([C:9]2[CH:14]=[CH:13][CH:12]=[CH:11][CH:10]=2)[N:5]=1)#[N:2].C([O:17][C:18](=O)[CH:19]([C:23]1[CH:28]=[CH:27][CH:26]=[CH:25][CH:24]=1)[C:20]([CH3:22])=O)C.C([O-])(=O)C.[NH4+]. (7) The reactants are: [CH2:1]([N:5]([CH2:31][CH:32]([CH3:34])[CH3:33])[C:6](=O)[C:7]1[CH:12]=[CH:11][C:10]([NH:13][CH2:14][CH2:15][CH2:16][N:17]([CH3:26])[CH2:18][CH2:19][C:20]2[CH:25]=[CH:24][N:23]=[CH:22][CH:21]=2)=[C:9]([N+:27]([O-])=O)[CH:8]=1)[CH:2]([CH3:4])[CH3:3].Cl.C(OCC)(=O)C. Given the product [CH2:1]([N:5]([CH2:6][C:7]1[CH:8]=[C:9]([NH2:27])[C:10]([NH:13][CH2:14][CH2:15][CH2:16][N:17]([CH3:26])[CH2:18][CH2:19][C:20]2[CH:21]=[CH:22][N:23]=[CH:24][CH:25]=2)=[CH:11][CH:12]=1)[CH2:31][CH:32]([CH3:34])[CH3:33])[CH:2]([CH3:4])[CH3:3], predict the reactants needed to synthesize it. (8) Given the product [Cl:30][C:31]1[CH:39]=[CH:38][CH:37]=[CH:36][C:32]=1[C:33]([NH:60][C@H:59]([C:61]([OH:63])=[O:62])[CH2:58][C:56]1[S:57][C:53]([CH2:52][CH2:51][CH2:50][C:41]2[CH:42]=[CH:43][C:44]3[CH2:45][CH2:46][CH2:47][NH:48][C:49]=3[N:40]=2)=[CH:54][CH:55]=1)=[O:35], predict the reactants needed to synthesize it. The reactants are: [B-](F)(F)(F)F.CN(C(ON1N=NC2C1=CC=CC=2)=[N+](C)C)C.CN1CCOCC1.[Cl:30][C:31]1[CH:39]=[CH:38][CH:37]=[CH:36][C:32]=1[C:33]([OH:35])=O.[N:40]1[C:49]2[NH:48][CH2:47][CH2:46][CH2:45][C:44]=2[CH:43]=[CH:42][C:41]=1[CH2:50][CH2:51][CH2:52][C:53]1[S:57][C:56]([CH2:58][C@@H:59]([C:61]([O:63]C)=[O:62])[NH2:60])=[CH:55][CH:54]=1.[OH-].[Na+]. (9) The reactants are: Br[C:2]1[CH:3]=[N:4][CH:5]=[C:6]([N:10]2[C:22](=[O:23])[C:21]3[S:20][C:19]4[CH2:18][CH2:17][CH2:16][CH2:15][C:14]=4[C:13]=3[CH:12]=[N:11]2)[C:7]=1[CH:8]=[O:9].[CH3:24][N:25]1[CH:30]=[C:29](B2OC(C)(C)C(C)(C)O2)[CH:28]=[C:27]([NH:40][C:41]2[CH:46]=[CH:45][C:44]([N:47]3[CH2:52][CH2:51][N:50]([CH:53]4[CH2:56][O:55][CH2:54]4)[CH2:49][CH2:48]3)=[CH:43][N:42]=2)[C:26]1=[O:57].[O-]P([O-])([O-])=O.[K+].[K+].[K+].CC([O-])=O.[Na+]. Given the product [CH3:24][N:25]1[C:26](=[O:57])[C:27]([NH:40][C:41]2[CH:46]=[CH:45][C:44]([N:47]3[CH2:52][CH2:51][N:50]([CH:53]4[CH2:54][O:55][CH2:56]4)[CH2:49][CH2:48]3)=[CH:43][N:42]=2)=[CH:28][C:29]([C:2]2[CH:3]=[N:4][CH:5]=[C:6]([N:10]3[C:22](=[O:23])[C:21]4[S:20][C:19]5[CH2:18][CH2:17][CH2:16][CH2:15][C:14]=5[C:13]=4[CH:12]=[N:11]3)[C:7]=2[CH:8]=[O:9])=[CH:30]1, predict the reactants needed to synthesize it.